Dataset: NCI-60 drug combinations with 297,098 pairs across 59 cell lines. Task: Regression. Given two drug SMILES strings and cell line genomic features, predict the synergy score measuring deviation from expected non-interaction effect. (1) Drug 1: CCC(=C(C1=CC=CC=C1)C2=CC=C(C=C2)OCCN(C)C)C3=CC=CC=C3.C(C(=O)O)C(CC(=O)O)(C(=O)O)O. Drug 2: C1=CC=C(C(=C1)C(C2=CC=C(C=C2)Cl)C(Cl)Cl)Cl. Cell line: SN12C. Synergy scores: CSS=-2.05, Synergy_ZIP=1.88, Synergy_Bliss=7.24, Synergy_Loewe=0.581, Synergy_HSA=0.943. (2) Drug 1: CC1=C(N=C(N=C1N)C(CC(=O)N)NCC(C(=O)N)N)C(=O)NC(C(C2=CN=CN2)OC3C(C(C(C(O3)CO)O)O)OC4C(C(C(C(O4)CO)O)OC(=O)N)O)C(=O)NC(C)C(C(C)C(=O)NC(C(C)O)C(=O)NCCC5=NC(=CS5)C6=NC(=CS6)C(=O)NCCC[S+](C)C)O. Drug 2: CS(=O)(=O)OCCCCOS(=O)(=O)C. Cell line: BT-549. Synergy scores: CSS=22.4, Synergy_ZIP=-7.63, Synergy_Bliss=-1.22, Synergy_Loewe=-23.1, Synergy_HSA=0.198.